From a dataset of Forward reaction prediction with 1.9M reactions from USPTO patents (1976-2016). Predict the product of the given reaction. (1) Given the reactants C1(P(C2CCCCC2)C2C=CC=CC=2C2C(C(C)C)=CC(C(C)C)=CC=2C(C)C)CCCCC1.[O:35]1[CH2:40][CH2:39][N:38]([C:41]2[C:46]([NH2:47])=[CH:45][C:44]([N:48]3[CH2:53][CH2:52][O:51][CH2:50][CH2:49]3)=[CH:43][N:42]=2)[CH2:37][CH2:36]1.Cl[C:55]1[C:64]2[C:59](=[CH:60][C:61]([F:66])=[CH:62][C:63]=2[F:65])[N:58]=[C:57]([C:67]2[CH:68]=[N:69][C:70]([N:73]3[CH2:78][CH2:77][NH:76][CH2:75][CH2:74]3)=[CH:71][CH:72]=2)[C:56]=1[CH3:79].CC(C)([O-])C.[Na+], predict the reaction product. The product is: [O:35]1[CH2:40][CH2:39][N:38]([C:41]2[C:46]([NH:47][C:55]3[C:64]4[C:59](=[CH:60][C:61]([F:66])=[CH:62][C:63]=4[F:65])[N:58]=[C:57]([C:67]4[CH:68]=[N:69][C:70]([N:73]5[CH2:74][CH2:75][NH:76][CH2:77][CH2:78]5)=[CH:71][CH:72]=4)[C:56]=3[CH3:79])=[CH:45][C:44]([N:48]3[CH2:49][CH2:50][O:51][CH2:52][CH2:53]3)=[CH:43][N:42]=2)[CH2:37][CH2:36]1. (2) Given the reactants [C:1]([C:3]1[CH:12]=[C:11]2[C:6]([CH2:7][CH2:8][CH:9]([N:13]([CH2:21][CH:22]=O)[C:14](=[O:20])[O:15][C:16]([CH3:19])([CH3:18])[CH3:17])[CH2:10]2)=[CH:5][CH:4]=1)#[N:2].[NH2:24][CH2:25][C:26]([O:28][CH3:29])=[O:27].[BH-](OC(C)=O)(OC(C)=O)OC(C)=O.[Na+], predict the reaction product. The product is: [C:16]([O:15][C:14]([N:13]([CH:9]1[CH2:8][CH2:7][C:6]2[C:11](=[CH:12][C:3]([C:1]#[N:2])=[CH:4][CH:5]=2)[CH2:10]1)[CH2:21][CH2:22][NH:24][CH2:25][C:26]([O:28][CH3:29])=[O:27])=[O:20])([CH3:17])([CH3:18])[CH3:19]. (3) Given the reactants [I-].[CH3:2][S+](C)(C)=O.[H-].[Na+].[F:9][C:10]([F:33])([F:32])[C:11]1[CH:12]=[C:13]([CH:25]=[C:26]([C:28]([F:31])([F:30])[F:29])[CH:27]=1)[CH2:14][O:15][CH2:16][C:17]([C:19]1[CH:24]=[CH:23][CH:22]=[CH:21][CH:20]=1)=[O:18], predict the reaction product. The product is: [F:9][C:10]([F:32])([F:33])[C:11]1[CH:12]=[C:13]([CH:25]=[C:26]([C:28]([F:30])([F:31])[F:29])[CH:27]=1)[CH2:14][O:15][CH2:16][C:17]1([C:19]2[CH:20]=[CH:21][CH:22]=[CH:23][CH:24]=2)[CH2:2][O:18]1. (4) Given the reactants [C:1]([C:4]1[C:9]([NH:10][C:11]([C:13]2[S:14][CH:15]=[C:16]([CH:18]3[CH2:20][CH2:19]3)[N:17]=2)=O)=[C:8]([Cl:21])[C:7]([O:22][CH3:23])=[CH:6][CH:5]=1)(=[O:3])[CH3:2].[OH-].[K+], predict the reaction product. The product is: [Cl:21][C:8]1[C:7]([O:22][CH3:23])=[CH:6][CH:5]=[C:4]2[C:9]=1[N:10]=[C:11]([C:13]1[S:14][CH:15]=[C:16]([CH:18]3[CH2:20][CH2:19]3)[N:17]=1)[CH:2]=[C:1]2[OH:3].